This data is from Peptide-MHC class II binding affinity with 134,281 pairs from IEDB. The task is: Regression. Given a peptide amino acid sequence and an MHC pseudo amino acid sequence, predict their binding affinity value. This is MHC class II binding data. (1) The peptide sequence is APGDSPNTDGIHIGD. The MHC is DRB1_0901 with pseudo-sequence DRB1_0901. The binding affinity (normalized) is 0. (2) The MHC is DRB1_1101 with pseudo-sequence DRB1_1101. The peptide sequence is VIGVAFLAVFQSATK. The binding affinity (normalized) is 0.462. (3) The peptide sequence is NKICTSKGDSARVTV. The MHC is HLA-DQA10201-DQB10202 with pseudo-sequence HLA-DQA10201-DQB10202. The binding affinity (normalized) is 0.